This data is from Forward reaction prediction with 1.9M reactions from USPTO patents (1976-2016). The task is: Predict the product of the given reaction. Given the reactants [CH2:1]([NH2:8])[C:2]1[CH:7]=[CH:6][CH:5]=[CH:4][CH:3]=1.C(N(CC)CC)C.Cl.[F:17][C:18]([F:52])([F:51])[C:19]1[CH:24]=[C:23]([C:25]2[CH:30]=[CH:29][C:28]([C:31]([F:34])([F:33])[F:32])=[CH:27][CH:26]=2)[N:22]=[C:21]([C:35]2[CH:40]=[CH:39][N:38]=[C:37]([C:41]3[CH:42]=[C:43]([S:47](Cl)(=[O:49])=[O:48])[CH:44]=[CH:45][CH:46]=3)[CH:36]=2)[N:20]=1, predict the reaction product. The product is: [CH2:1]([NH:8][S:47]([C:43]1[CH:44]=[CH:45][CH:46]=[C:41]([C:37]2[CH:36]=[C:35]([C:21]3[N:20]=[C:19]([C:18]([F:17])([F:51])[F:52])[CH:24]=[C:23]([C:25]4[CH:30]=[CH:29][C:28]([C:31]([F:34])([F:32])[F:33])=[CH:27][CH:26]=4)[N:22]=3)[CH:40]=[CH:39][N:38]=2)[CH:42]=1)(=[O:48])=[O:49])[C:2]1[CH:7]=[CH:6][CH:5]=[CH:4][CH:3]=1.